This data is from NCI-60 drug combinations with 297,098 pairs across 59 cell lines. The task is: Regression. Given two drug SMILES strings and cell line genomic features, predict the synergy score measuring deviation from expected non-interaction effect. (1) Drug 1: C(CC(=O)O)C(=O)CN.Cl. Drug 2: C(CN)CNCCSP(=O)(O)O. Cell line: NCI-H522. Synergy scores: CSS=6.50, Synergy_ZIP=-1.84, Synergy_Bliss=-0.866, Synergy_Loewe=-6.26, Synergy_HSA=-2.70. (2) Drug 1: CC1=C2C(C(=O)C3(C(CC4C(C3C(C(C2(C)C)(CC1OC(=O)C(C(C5=CC=CC=C5)NC(=O)OC(C)(C)C)O)O)OC(=O)C6=CC=CC=C6)(CO4)OC(=O)C)OC)C)OC. Drug 2: CN1C(=O)N2C=NC(=C2N=N1)C(=O)N. Cell line: EKVX. Synergy scores: CSS=41.1, Synergy_ZIP=2.91, Synergy_Bliss=0.866, Synergy_Loewe=-56.7, Synergy_HSA=-2.37. (3) Drug 1: C1=NC2=C(N=C(N=C2N1C3C(C(C(O3)CO)O)O)F)N. Drug 2: CC1=C2C(C(=O)C3(C(CC4C(C3C(C(C2(C)C)(CC1OC(=O)C(C(C5=CC=CC=C5)NC(=O)C6=CC=CC=C6)O)O)OC(=O)C7=CC=CC=C7)(CO4)OC(=O)C)O)C)OC(=O)C. Cell line: SR. Synergy scores: CSS=7.45, Synergy_ZIP=4.67, Synergy_Bliss=4.35, Synergy_Loewe=-32.3, Synergy_HSA=4.32.